Predict the product of the given reaction. From a dataset of Forward reaction prediction with 1.9M reactions from USPTO patents (1976-2016). (1) Given the reactants [NH:1]1[CH2:6][CH2:5][NH:4][CH2:3][CH2:2]1.C(N(CC)CC)C.[F:14][C:15]([F:21])([F:20])[S:16](Cl)(=[O:18])=[O:17], predict the reaction product. The product is: [F:14][C:15]([F:21])([F:20])[S:16]([N:1]1[CH2:6][CH2:5][NH:4][CH2:3][CH2:2]1)(=[O:18])=[O:17]. (2) Given the reactants [Cl:1][C:2]1[CH:28]=[CH:27][C:5]2[N:6]=[C:7]([NH:9][C:10]3[CH:26]=[CH:25][C:13]([C:14]([NH:16][NH:17][C:18]4[C:23]([Cl:24])=[N:22][CH:21]=[CH:20][N:19]=4)=O)=[CH:12][CH:11]=3)[S:8][C:4]=2[CH:3]=1.C(Cl)(Cl)(Cl)Cl.CCN(C(C)C)C(C)C.C(P(CC)CC)C, predict the reaction product. The product is: [Cl:1][C:2]1[CH:28]=[CH:27][C:5]2[N:6]=[C:7]([NH:9][C:10]3[CH:26]=[CH:25][C:13]([C:14]4[N:19]5[CH:20]=[CH:21][N:22]=[C:23]([Cl:24])[C:18]5=[N:17][N:16]=4)=[CH:12][CH:11]=3)[S:8][C:4]=2[CH:3]=1. (3) Given the reactants [C:1]([C:4]1[N:9]=[C:8]([C:10]2[CH:15]=[CH:14][C:13]([C:16]3[CH:21]=[CH:20][C:19]([C:22](=[CH2:26])[C:23]([OH:25])=[O:24])=[CH:18][C:17]=3[Cl:27])=[C:12]([F:28])[CH:11]=2)[C:7]([CH3:29])=[N:6][C:5]=1[CH3:30])(=[O:3])[NH2:2].C1(C)C=CC=CC=1, predict the reaction product. The product is: [C:1]([C:4]1[N:9]=[C:8]([C:10]2[CH:15]=[CH:14][C:13]([C:16]3[CH:21]=[CH:20][C:19]([C@H:22]([CH3:26])[C:23]([OH:25])=[O:24])=[CH:18][C:17]=3[Cl:27])=[C:12]([F:28])[CH:11]=2)[C:7]([CH3:29])=[N:6][C:5]=1[CH3:30])(=[O:3])[NH2:2]. (4) Given the reactants Cl[C:2]1[N:7]=[C:6]([CH2:8][O:9][C:10]2[CH:11]=[C:12]([C@H:16]([CH:23]3[CH2:25][CH2:24]3)[CH2:17][C:18]([O:20]CC)=[O:19])[CH:13]=[CH:14][CH:15]=2)[CH:5]=[N:4][C:3]=1[C:26]1[CH:31]=[C:30]([O:32][CH3:33])[CH:29]=[CH:28][C:27]=1[F:34].[F:35][C:36]([F:41])([F:40])[CH2:37][CH2:38][OH:39].[H-].[Na+], predict the reaction product. The product is: [CH:23]1([C@@H:16]([C:12]2[CH:13]=[CH:14][CH:15]=[C:10]([O:9][CH2:8][C:6]3[CH:5]=[N:4][C:3]([C:26]4[CH:31]=[C:30]([O:32][CH3:33])[CH:29]=[CH:28][C:27]=4[F:34])=[C:2]([O:39][CH2:38][CH2:37][C:36]([F:41])([F:40])[F:35])[N:7]=3)[CH:11]=2)[CH2:17][C:18]([OH:20])=[O:19])[CH2:24][CH2:25]1. (5) Given the reactants [C:1](OC(=O)C)(=[O:3])C.[NH2:8][CH2:9][C:10]([N:12]1[CH2:16][C@H:15]([NH:17][C:18](=[O:25])[C:19]2[CH:24]=[CH:23][CH:22]=[CH:21][CH:20]=2)[CH2:14][C@H:13]1[C:26]([OH:28])=[O:27])=[O:11], predict the reaction product. The product is: [C:18]([NH:17][C@H:15]1[CH2:16][N:12]([C:10](=[O:11])[CH2:9][NH:8][CH:1]=[O:3])[C@H:13]([C:26]([OH:28])=[O:27])[CH2:14]1)(=[O:25])[C:19]1[CH:20]=[CH:21][CH:22]=[CH:23][CH:24]=1. (6) The product is: [Br:7][C:8]1[C:9]([CH3:24])=[CH:10][C:11]([O:6][CH2:33][CH:34]2[CH2:1][C@@:2]([CH3:3])([OH:5])[C@@:30]([CH3:31])([OH:29])[CH2:36]2)=[CH:12][C:13]=1[CH3:14]. Given the reactants [CH3:1][C:2]([OH:5])(C)[CH3:3].[OH2:6].[Br:7][C:8]1[C:13]([CH3:14])=[CH:12][C:11](OCC2CC(C)=C(C)C2)=[CH:10][C:9]=1[CH3:24].C[N+]1([O-])[CH2:31][CH2:30][O:29]CC1.[CH3:33][C:34]([CH3:36])=O, predict the reaction product. (7) Given the reactants [CH2:1]([O:3][C:4](=[O:27])[CH2:5][C:6]1([C:17]2[CH:22]=[CH:21][C:20]([NH:23][C:24](=[O:26])[CH3:25])=[CH:19][CH:18]=2)[C:14](=[O:15])[C:13]2[C:8](=[CH:9][CH:10]=[CH:11][CH:12]=2)[C:7]1=[O:16])[CH3:2].[BH4-].[Na+].C(O)(=O)C, predict the reaction product. The product is: [CH2:1]([O:3][C:4](=[O:27])[CH2:5][C:6]1([C:17]2[CH:18]=[CH:19][C:20]([NH:23][C:24](=[O:26])[CH3:25])=[CH:21][CH:22]=2)[CH:14]([OH:15])[C:13]2[C:8](=[CH:9][CH:10]=[CH:11][CH:12]=2)[CH:7]1[OH:16])[CH3:2]. (8) Given the reactants [C:1]1([NH:7][NH2:8])[CH:6]=[CH:5][CH:4]=[CH:3][CH:2]=1.[CH2:9]([CH2:11][CH2:12][C:13](CC([O-])=O)=[O:14])[CH3:10], predict the reaction product. The product is: [CH2:9]([C:11]1[CH2:12][C:13](=[O:14])[N:7]([C:1]2[CH:6]=[CH:5][CH:4]=[CH:3][CH:2]=2)[N:8]=1)[CH3:10].